Predict the product of the given reaction. From a dataset of Forward reaction prediction with 1.9M reactions from USPTO patents (1976-2016). (1) Given the reactants [OH:1][C:2]1[C:7]([OH:8])=[C:6]([CH3:9])[C:5]([O:10][CH2:11][O:12][CH2:13][CH3:14])=[CH:4][C:3]=1[CH:15]([OH:21])[C:16]([O:18][CH2:19][CH3:20])=[O:17].Br[CH2:23]Cl.C(=O)([O-])[O-].[Cs+].[Cs+], predict the reaction product. The product is: [CH2:13]([O:12][CH2:11][O:10][C:5]1[CH:4]=[C:3]([CH:15]([OH:21])[C:16]([O:18][CH2:19][CH3:20])=[O:17])[C:2]2[O:1][CH2:23][O:8][C:7]=2[C:6]=1[CH3:9])[CH3:14]. (2) The product is: [CH2:1]([O:8][CH2:9][CH2:10][CH2:11][O:12][C:13]1[C:20]([CH3:21])=[CH:19][CH:18]=[C:15]([CH:16]=[O:17])[C:14]=1[O:22][S:25]([C:24]([F:30])([F:29])[F:23])(=[O:27])=[O:26])[C:2]1[CH:3]=[CH:4][CH:5]=[CH:6][CH:7]=1. Given the reactants [CH2:1]([O:8][CH2:9][CH2:10][CH2:11][O:12][C:13]1[C:14]([OH:22])=[C:15]([CH:18]=[CH:19][C:20]=1[CH3:21])[CH:16]=[O:17])[C:2]1[CH:7]=[CH:6][CH:5]=[CH:4][CH:3]=1.[F:23][C:24]([F:30])([F:29])[S:25](O)(=[O:27])=[O:26].N1C=CC=CC=1, predict the reaction product. (3) Given the reactants [Cl:1][C:2]1[N:7]=[C:6]([N:8]2[CH2:13][CH2:12][CH:11](O)[CH2:10][CH2:9]2)[CH:5]=[N:4][CH:3]=1.[C:15]1(=[O:25])[NH:19][C:18](=[O:20])[C:17]2=[CH:21][CH:22]=[CH:23][CH:24]=[C:16]12.C1(P(C2C=CC=CC=2)C2C=CC=CC=2)C=CC=CC=1.N(C(OC(C)C)=O)=NC(OC(C)C)=O, predict the reaction product. The product is: [Cl:1][C:2]1[N:7]=[C:6]([N:8]2[CH2:13][CH2:12][CH:11]([N:19]3[C:15](=[O:25])[C:16]4[C:17](=[CH:21][CH:22]=[CH:23][CH:24]=4)[C:18]3=[O:20])[CH2:10][CH2:9]2)[CH:5]=[N:4][CH:3]=1.